From a dataset of Full USPTO retrosynthesis dataset with 1.9M reactions from patents (1976-2016). Predict the reactants needed to synthesize the given product. (1) The reactants are: [CH3:1][O:2][C:3]1[CH:4]=[C:5]2[C:10](=[CH:11][CH:12]=1)[C@@H:9]([CH2:13][CH2:14][O:15][Si:16]([C:19]([CH3:22])([CH3:21])[CH3:20])([CH3:18])[CH3:17])[NH:8][CH2:7][CH2:6]2.[N:23]1C=CC=CC=1.[F:29][C:30]([F:41])([F:40])[C:31](O[C:31](=[O:32])[C:30]([F:41])([F:40])[F:29])=[O:32].C(=O)([O-])O.[Na+]. Given the product [CH3:1][O:2][C:3]1[CH:4]=[C:5]2[C:10](=[CH:11][CH:12]=1)[C@@H:9]([CH2:13][CH2:14][O:15][Si:16]([C:19]([CH3:22])([CH3:21])[CH3:20])([CH3:17])[CH3:18])[NH:8][CH2:7][CH2:6]2.[F:29][C:30]([F:41])([F:40])[C:31]([NH2:23])=[O:32], predict the reactants needed to synthesize it. (2) Given the product [CH3:20][C:5]1[CH:6]=[C:7]([NH:9][C:10]2[CH:15]=[C:14]([C:16]([F:18])([F:19])[F:17])[CH:13]=[CH:12][N:11]=2)[N:8]=[C:3]([C:1]2[N:23]=[N:22][N:21]([C:24]3[CH:25]=[CH:26][C:27]([C:28]([OH:30])=[O:29])=[CH:31][CH:32]=3)[CH:2]=2)[CH:4]=1, predict the reactants needed to synthesize it. The reactants are: [C:1]([C:3]1[N:8]=[C:7]([NH:9][C:10]2[CH:15]=[C:14]([C:16]([F:19])([F:18])[F:17])[CH:13]=[CH:12][N:11]=2)[CH:6]=[C:5]([CH3:20])[CH:4]=1)#[CH:2].[N:21]([C:24]1[CH:32]=[CH:31][C:27]([C:28]([OH:30])=[O:29])=[CH:26][CH:25]=1)=[N+:22]=[N-:23].O=C1O[C@H]([C@H](CO)O)C([O-])=C1O.[Na+].C(O)(C)(C)C. (3) Given the product [C:1]([C:5]1[N:6]=[C:7]([N:16]2[CH2:20][CH2:19][C:18]([F:21])([F:22])[CH2:17]2)[C:8]2[C:9](=[N:11][N:12]([CH2:14][CH2:15][C:46]3[CH:51]=[CH:50][C:49]([Cl:52])=[CH:48][CH:47]=3)[N:13]=2)[N:10]=1)([CH3:2])([CH3:3])[CH3:4], predict the reactants needed to synthesize it. The reactants are: [C:1]([C:5]1[N:6]=[C:7]([N:16]2[CH2:20][CH2:19][C:18]([F:22])([F:21])[CH2:17]2)[C:8]2[C:9](=[N:11][N:12]([CH2:14][CH3:15])[N:13]=2)[N:10]=1)([CH3:4])([CH3:3])[CH3:2].C(C1N=C(N2CCC(F)(F)C2)C2N=NNC=2N=1)(C)(C)C.BrCC[C:46]1[CH:51]=[CH:50][C:49]([Cl:52])=[CH:48][CH:47]=1.